From a dataset of Forward reaction prediction with 1.9M reactions from USPTO patents (1976-2016). Predict the product of the given reaction. (1) Given the reactants [CH2:1]([O:3][C:4](=[O:35])[CH2:5][C:6]1[CH:7]=[C:8]([C:14]2[CH:19]=[CH:18][C:17]([NH2:20])=[CH:16][C:15]=2[CH2:21][N:22]([C:25]([O:27][CH2:28][C:29]2[CH:34]=[CH:33][CH:32]=[CH:31][CH:30]=2)=[O:26])[CH2:23][CH3:24])[C:9]([O:12][CH3:13])=[CH:10][CH:11]=1)[CH3:2].[C:36](Cl)(=[O:38])[CH3:37], predict the reaction product. The product is: [CH2:1]([O:3][C:4](=[O:35])[CH2:5][C:6]1[CH:7]=[C:8]([C:14]2[CH:19]=[CH:18][C:17]([NH:20][C:36](=[O:38])[CH3:37])=[CH:16][C:15]=2[CH2:21][N:22]([C:25]([O:27][CH2:28][C:29]2[CH:34]=[CH:33][CH:32]=[CH:31][CH:30]=2)=[O:26])[CH2:23][CH3:24])[C:9]([O:12][CH3:13])=[CH:10][CH:11]=1)[CH3:2]. (2) Given the reactants [CH:1]1([C:7]2[CH:20]=[CH:19][C:10]([O:11][CH2:12][C@H:13]3[O:17][C:16]([NH2:18])=[N:15][CH2:14]3)=[CH:9][CH:8]=2)[CH2:6][CH2:5][CH2:4][CH2:3][CH2:2]1.C([O:23][C:24](=O)[C:25]#[C:26][CH2:27][CH:28]([CH3:30])[CH3:29])C.CC(C)CC#C.ClC(OCC)=O, predict the reaction product. The product is: [CH:1]1([C:7]2[CH:20]=[CH:19][C:10]([O:11][CH2:12][C@H:13]3[O:17][C:16]4=[N:18][C:24](=[O:23])[CH:25]=[C:26]([CH2:27][CH:28]([CH3:30])[CH3:29])[N:15]4[CH2:14]3)=[CH:9][CH:8]=2)[CH2:2][CH2:3][CH2:4][CH2:5][CH2:6]1. (3) Given the reactants [H-].[Na+].[OH:3][C:4]1[CH:13]=[CH:12][C:11]2[C:6](=[CH:7][CH:8]=[CH:9][CH:10]=2)[C:5]=1[CH:14]=[O:15].I[CH2:17][CH2:18][CH2:19][CH3:20].[Cl-].[NH4+], predict the reaction product. The product is: [CH2:17]([O:3][C:4]1[CH:13]=[CH:12][C:11]2[C:6](=[CH:7][CH:8]=[CH:9][CH:10]=2)[C:5]=1[CH:14]=[O:15])[CH2:18][CH2:19][CH3:20]. (4) Given the reactants [Br:1][C:2]1[CH:3]=[C:4]2[C:9](=[CH:10][CH:11]=1)[N:8]=[CH:7][CH:6]=[C:5]2Cl.[CH:13]1([CH2:19][O-:20])[CH2:18][CH2:17][CH2:16][CH2:15][CH2:14]1.[Na+], predict the reaction product. The product is: [Br:1][C:2]1[CH:3]=[C:4]2[C:9](=[CH:10][CH:11]=1)[N:8]=[CH:7][CH:6]=[C:5]2[O:20][CH2:19][CH:13]1[CH2:18][CH2:17][CH2:16][CH2:15][CH2:14]1. (5) Given the reactants [O:1]=[C:2]1[N:6]=[C:5]([NH:7][CH2:8][C:9]([O:11][C:12]([CH3:15])([CH3:14])[CH3:13])=[O:10])[CH2:4][S:3]1.[F:16][C:17]([F:38])([F:37])[C:18]1[CH:32]=[C:31]([C:33]([F:36])([F:35])[F:34])[CH:30]=[CH:29][C:19]=1[CH2:20][N:21]1[CH2:26][CH2:25][CH:24]([CH:27]=O)[CH2:23][CH2:22]1.C([O-])(=O)C.[NH2+]1CCCCC1, predict the reaction product. The product is: [F:38][C:17]([F:16])([F:37])[C:18]1[CH:32]=[C:31]([C:33]([F:36])([F:35])[F:34])[CH:30]=[CH:29][C:19]=1[CH2:20][N:21]1[CH2:26][CH2:25][CH:24](/[CH:27]=[C:4]2/[C:5]([NH:7][CH2:8][C:9]([O:11][C:12]([CH3:15])([CH3:14])[CH3:13])=[O:10])=[N:6][C:2](=[O:1])[S:3]/2)[CH2:23][CH2:22]1. (6) Given the reactants [F:1][C:2]1[CH:3]=[C:4]([CH:9]=[CH:10][CH:11]=1)[C:5]([NH:7][NH2:8])=[O:6].[NH2:12][C:13]1[C:14]([C:30](O)=[O:31])=[N:15][C:16]([C:19]2[CH:24]=[CH:23][C:22]([C:25](=[O:29])[N:26]([CH3:28])[CH3:27])=[CH:21][CH:20]=2)=[CH:17][N:18]=1.C(N(CC)CC)C.CN(C(ON1N=NC2C=CC=CC1=2)=[N+](C)C)C.[B-](F)(F)(F)F, predict the reaction product. The product is: [NH2:12][C:13]1[N:18]=[CH:17][C:16]([C:19]2[CH:20]=[CH:21][C:22]([C:25]([N:26]([CH3:27])[CH3:28])=[O:29])=[CH:23][CH:24]=2)=[N:15][C:14]=1[C:30]([NH:8][NH:7][C:5]([C:4]1[CH:9]=[CH:10][CH:11]=[C:2]([F:1])[CH:3]=1)=[O:6])=[O:31]. (7) Given the reactants C12BC(CCC1)CCC2.[CH2:10]([C:14]1[N:18]([CH2:19][C:20]2[CH:25]=[CH:24][C:23]([O:26][CH3:27])=[CH:22][CH:21]=2)[N:17]=[N:16][N:15]=1)[CH2:11][CH:12]=[CH2:13].CC[OH:30].[OH-].[Na+].OO, predict the reaction product. The product is: [CH3:27][O:26][C:23]1[CH:22]=[CH:21][C:20]([CH2:19][N:18]2[C:14]([CH2:10][CH2:11][CH2:12][CH2:13][OH:30])=[N:15][N:16]=[N:17]2)=[CH:25][CH:24]=1.